This data is from Reaction yield outcomes from USPTO patents with 853,638 reactions. The task is: Predict the reaction yield, written as a fraction of the theoretical maximum amount of product (1.0 means a 100% yield; for example, 0.34 means a 34% yield). (1) The reactants are [N+:1]([C:4]1[CH:5]=[C:6]([CH:17]=[CH:18][CH:19]=1)[CH:7]=[N:8][C:9]1[CH:16]=[CH:15][C:12]([C:13]#[N:14])=[CH:11][CH:10]=1)([O-:3])=[O:2].O.[O-]S(C(F)(F)F)(=O)=O.[Yb+3].[O-]S(C(F)(F)F)(=O)=O.[O-]S(C(F)(F)F)(=O)=O.[CH:46](=[O:50])[CH:47]([CH3:49])[CH3:48].O. The catalyst is O1CCCC1. The product is [OH:50][CH:46]1[C:16]2[C:9](=[CH:10][CH:11]=[C:12]([C:13]#[N:14])[CH:15]=2)[NH:8][CH:7]([C:6]2[CH:17]=[CH:18][CH:19]=[C:4]([N+:1]([O-:3])=[O:2])[CH:5]=2)[C:47]1([CH3:49])[CH3:48]. The yield is 0.920. (2) The reactants are C([O:5][C:6]([N:8]1[CH2:13][CH2:12][N:11]([CH2:14][C:15]2([CH3:26])[O:19][C:18]3=[N:20][C:21]([N+:23]([O-:25])=[O:24])=[CH:22][N:17]3[CH2:16]2)[CH2:10][CH2:9]1)=O)(C)(C)C.FC(F)(F)C(O)=O.C(N(CC)CC)C.C(Cl)(=O)[C:42]1[CH:47]=[CH:46][CH:45]=[CH:44][CH:43]=1. The catalyst is C(Cl)Cl. The product is [CH3:26][C:15]1([CH2:14][N:11]2[CH2:12][CH2:13][N:8]([C:6]([C:42]3[CH:47]=[CH:46][CH:45]=[CH:44][CH:43]=3)=[O:5])[CH2:9][CH2:10]2)[O:19][C:18]2=[N:20][C:21]([N+:23]([O-:25])=[O:24])=[CH:22][N:17]2[CH2:16]1. The yield is 0.500. (3) The reactants are [CH3:1][O:2][C:3]1[CH:4]=[C:5]2[C:10](=[CH:11][C:12]=1[O:13][CH3:14])[N:9]=[CH:8][CH:7]=[C:6]2[O:15][C:16]1[CH:22]=[CH:21][C:19]([NH2:20])=[CH:18][C:17]=1[F:23].C(N(CC)CC)C.ClC(Cl)(O[C:35](=[O:41])OC(Cl)(Cl)Cl)Cl.[CH3:43][C:44]1[S:48][C:47]([CH:49]([NH2:51])[CH3:50])=[N:46][CH:45]=1. The catalyst is C(Cl)(Cl)Cl. The yield is 0.350. The product is [CH3:1][O:2][C:3]1[CH:4]=[C:5]2[C:10](=[CH:11][C:12]=1[O:13][CH3:14])[N:9]=[CH:8][CH:7]=[C:6]2[O:15][C:16]1[CH:22]=[CH:21][C:19]([NH:20][C:35]([NH:51][CH:49]([C:47]2[S:48][C:44]([CH3:43])=[CH:45][N:46]=2)[CH3:50])=[O:41])=[CH:18][C:17]=1[F:23]. (4) The catalyst is CCO. The product is [NH2:2][C:1]1[C:3]2[CH:8]=[CH:7][CH:6]=[N:5][C:4]=2[NH:9][C:10](=[O:11])[N:12]=1. The yield is 0.550. The reactants are [C:1]([C:3]1[C:4]([NH:9][C:10]([NH:12]C(=O)C2C=CC=CC=2)=[O:11])=[N:5][CH:6]=[CH:7][CH:8]=1)#[N:2].[OH-].[Na+]. (5) The reactants are Cl.[Cl:2][C:3]1[CH:4]=[C:5]2[C:9](=[CH:10][CH:11]=1)[NH:8][CH:7]=[C:6]2[CH2:12][CH2:13][NH2:14].[F:15][C:16]1[CH:21]=[CH:20][CH:19]=[C:18]([F:22])[C:17]=1[N:23]1[CH2:27][CH2:26][CH:25]([C:28](O)=[O:29])[C:24]1=[O:31].CN(C(ON1N=NC2C=CC=NC1=2)=[N+](C)C)C.F[P-](F)(F)(F)(F)F.C(N(CC)C(C)C)(C)C. The catalyst is CN(C=O)C. The product is [Cl:2][C:3]1[CH:4]=[C:5]2[C:9](=[CH:10][CH:11]=1)[NH:8][CH:7]=[C:6]2[CH2:12][CH2:13][NH:14][C:28]([CH:25]1[CH2:26][CH2:27][N:23]([C:17]2[C:16]([F:15])=[CH:21][CH:20]=[CH:19][C:18]=2[F:22])[C:24]1=[O:31])=[O:29]. The yield is 0.200. (6) The reactants are [C:1]([O:5][C:6]([NH:8][C@@H:9]([C:13]1[CH:18]=[CH:17][C:16]([O:19][CH2:20][CH2:21][O:22][CH:23]2[CH2:28][CH2:27][CH2:26][CH2:25][O:24]2)=[CH:15][CH:14]=1)[C:10](O)=[O:11])=[O:7])([CH3:4])([CH3:3])[CH3:2].[NH:29]1[CH2:33][CH2:32][C@H:31]([OH:34])[CH2:30]1.C(N(CC)C(C)C)(C)C.F[B-](F)(F)F.N1(OC(N(C)C)=[N+](C)C)C2C=CC=CC=2N=N1. The catalyst is C(#N)C.ClCCl. The product is [C:1]([O:5][C:6](=[O:7])[NH:8][C@@H:9]([C:13]1[CH:18]=[CH:17][C:16]([O:19][CH2:20][CH2:21][O:22][CH:23]2[CH2:28][CH2:27][CH2:26][CH2:25][O:24]2)=[CH:15][CH:14]=1)[C:10]([N:29]1[CH2:33][CH2:32][C@H:31]([OH:34])[CH2:30]1)=[O:11])([CH3:4])([CH3:3])[CH3:2]. The yield is 0.900. (7) The reactants are [F:1][C:2]1[CH:3]=[C:4]([C:9]([OH:12])([CH3:11])[CH3:10])[CH:5]=[C:6]([F:8])[CH:7]=1.[H-].[Na+].[CH3:15]I. The catalyst is CN(C=O)C. The product is [F:1][C:2]1[CH:3]=[C:4]([C:9]([O:12][CH3:15])([CH3:10])[CH3:11])[CH:5]=[C:6]([F:8])[CH:7]=1. The yield is 0.820. (8) The reactants are Cl.[CH:2]1([NH:9][C:10](=[O:39])[NH:11][C:12]2[C:13]([F:38])=[CH:14][C:15]([CH3:37])=[C:16]([C:18]3[C:19]([CH3:36])=[N:20][C:21]4[C:26]([CH:27]=3)=[CH:25][N:24]=[C:23]([NH:28]C(=O)OC(C)(C)C)[CH:22]=4)[CH:17]=2)[CH2:8][CH2:7][CH2:6][CH2:5][CH2:4][CH2:3]1. The catalyst is CO. The product is [NH2:28][C:23]1[CH:22]=[C:21]2[C:26]([CH:27]=[C:18]([C:16]3[C:15]([CH3:37])=[CH:14][C:13]([F:38])=[C:12]([NH:11][C:10]([NH:9][CH:2]4[CH2:3][CH2:4][CH2:5][CH2:6][CH2:7][CH2:8]4)=[O:39])[CH:17]=3)[C:19]([CH3:36])=[N:20]2)=[CH:25][N:24]=1. The yield is 0.760. (9) The reactants are C([O:3][C:4]([C:6]1[CH:7]=[C:8]2[C:12](=[CH:13][C:14]=1[NH:15][C:16]([C:18]1[C:27](=[O:28])[C:26]3[C:21](=[CH:22][CH:23]=[CH:24][CH:25]=3)[NH:20][CH:19]=1)=[O:17])[NH:11][CH:10]=[CH:9]2)=[O:5])C.[OH-].[Na+]. The catalyst is C1COCC1. The product is [O:28]=[C:27]1[C:26]2[C:21](=[CH:22][CH:23]=[CH:24][CH:25]=2)[NH:20][CH:19]=[C:18]1[C:16]([NH:15][C:14]1[CH:13]=[C:12]2[C:8]([CH:9]=[CH:10][NH:11]2)=[CH:7][C:6]=1[C:4]([OH:5])=[O:3])=[O:17]. The yield is 0.930. (10) The reactants are [C:1]1([C:29]2[CH:34]=[CH:33][CH:32]=[CH:31][CH:30]=2)[CH:6]=[CH:5][C:4]([CH:7]2[CH:26]=[C:25]3[C:10](=[CH:11][C:12]4[CH:13]=[C:14]5[C:22]([C:23]([CH3:28])([CH3:27])[C:24]=43)=[C:21]3[C:16]([CH:17]=[CH:18][CH:19]=[CH:20]3)=[N:15]5)[CH:9]=[CH:8]2)=[CH:3][CH:2]=1.CN(C=O)C.[Br:40]N1C(=O)CCC1=O. The catalyst is O. The product is [C:1]1([C:29]2[CH:30]=[CH:31][CH:32]=[CH:33][CH:34]=2)[CH:6]=[CH:5][C:4]([CH:7]2[CH:26]=[C:25]3[C:10](=[C:11]([Br:40])[C:12]4[CH:13]=[C:14]5[C:22]([C:23]([CH3:27])([CH3:28])[C:24]=43)=[C:21]3[C:16]([CH:17]=[CH:18][CH:19]=[CH:20]3)=[N:15]5)[CH:9]=[CH:8]2)=[CH:3][CH:2]=1. The yield is 0.695.